Task: Predict the reactants needed to synthesize the given product.. Dataset: Full USPTO retrosynthesis dataset with 1.9M reactions from patents (1976-2016) Given the product [Br:39][C:40]1[CH:41]=[CH:42][C:43]2[CH:47]=[C:46]([C:18]3[CH:19]=[C:20]4[C:15](=[CH:16][CH:17]=3)[C:13]3[NH:14][C:10]([C@@H:6]5[CH2:7][CH2:8][CH2:9][N:5]5[C:4](=[O:32])[C@@H:3]([NH:33][C:34](=[O:37])[O:35][CH3:36])[CH:2]([CH3:38])[CH3:1])=[N:11][C:12]=3[CH:22]=[CH:21]4)[S:45][C:44]=2[CH:49]=1, predict the reactants needed to synthesize it. The reactants are: [CH3:1][CH:2]([CH3:38])[C@H:3]([NH:33][C:34](=[O:37])[O:35][CH3:36])[C:4](=[O:32])[N:5]1[CH2:9][CH2:8][CH2:7][C@H:6]1[C:10]1[NH:14][C:13]2[C:15]3[C:20]([CH:21]=[CH:22][C:12]=2[N:11]=1)=[CH:19][C:18](B1OC(C)(C)C(C)(C)O1)=[CH:17][CH:16]=3.[Br:39][C:40]1[CH:41]=[CH:42][C:43]2[CH:47]=[C:46](I)[S:45][C:44]=2[CH:49]=1.C([O-])([O-])=O.[K+].[K+].